From a dataset of NCI-60 drug combinations with 297,098 pairs across 59 cell lines. Regression. Given two drug SMILES strings and cell line genomic features, predict the synergy score measuring deviation from expected non-interaction effect. (1) Drug 1: CC=C1C(=O)NC(C(=O)OC2CC(=O)NC(C(=O)NC(CSSCCC=C2)C(=O)N1)C(C)C)C(C)C. Drug 2: C(CCl)NC(=O)N(CCCl)N=O. Cell line: RPMI-8226. Synergy scores: CSS=73.2, Synergy_ZIP=-3.39, Synergy_Bliss=-9.43, Synergy_Loewe=-38.8, Synergy_HSA=-6.78. (2) Drug 1: C1=NNC2=C1C(=O)NC=N2. Drug 2: CC1=C(C(=O)C2=C(C1=O)N3CC4C(C3(C2COC(=O)N)OC)N4)N. Cell line: MALME-3M. Synergy scores: CSS=10.7, Synergy_ZIP=-6.04, Synergy_Bliss=-5.01, Synergy_Loewe=-17.5, Synergy_HSA=-5.01. (3) Drug 1: CN1CCC(CC1)COC2=C(C=C3C(=C2)N=CN=C3NC4=C(C=C(C=C4)Br)F)OC. Drug 2: C1CNP(=O)(OC1)N(CCCl)CCCl. Cell line: SK-OV-3. Synergy scores: CSS=13.6, Synergy_ZIP=-5.50, Synergy_Bliss=6.06, Synergy_Loewe=-20.4, Synergy_HSA=3.16. (4) Drug 2: C(CCl)NC(=O)N(CCCl)N=O. Cell line: SK-OV-3. Synergy scores: CSS=1.48, Synergy_ZIP=0.702, Synergy_Bliss=1.85, Synergy_Loewe=-1.43, Synergy_HSA=-1.18. Drug 1: C1=NNC2=C1C(=O)NC=N2. (5) Drug 1: C1CN1P(=S)(N2CC2)N3CC3. Drug 2: CC1=C2C(C(=O)C3(C(CC4C(C3C(C(C2(C)C)(CC1OC(=O)C(C(C5=CC=CC=C5)NC(=O)OC(C)(C)C)O)O)OC(=O)C6=CC=CC=C6)(CO4)OC(=O)C)O)C)O. Cell line: HCC-2998. Synergy scores: CSS=16.9, Synergy_ZIP=-7.79, Synergy_Bliss=-7.77, Synergy_Loewe=-0.679, Synergy_HSA=-0.709. (6) Drug 1: C1=CC(=C2C(=C1NCCNCCO)C(=O)C3=C(C=CC(=C3C2=O)O)O)NCCNCCO. Drug 2: CC12CCC3C(C1CCC2O)C(CC4=C3C=CC(=C4)O)CCCCCCCCCS(=O)CCCC(C(F)(F)F)(F)F. Cell line: UO-31. Synergy scores: CSS=28.4, Synergy_ZIP=-3.12, Synergy_Bliss=0.458, Synergy_Loewe=-4.29, Synergy_HSA=1.84. (7) Drug 1: CCC1(C2=C(COC1=O)C(=O)N3CC4=CC5=C(C=CC(=C5CN(C)C)O)N=C4C3=C2)O.Cl. Drug 2: C1CCC(C(C1)N)N.C(=O)(C(=O)[O-])[O-].[Pt+4]. Cell line: DU-145. Synergy scores: CSS=68.9, Synergy_ZIP=8.19, Synergy_Bliss=11.4, Synergy_Loewe=-46.5, Synergy_HSA=10.1. (8) Drug 1: CC1=C(C(CCC1)(C)C)C=CC(=CC=CC(=CC(=O)O)C)C. Drug 2: C1CC(=O)NC(=O)C1N2C(=O)C3=CC=CC=C3C2=O. Cell line: TK-10. Synergy scores: CSS=5.69, Synergy_ZIP=7.13, Synergy_Bliss=3.10, Synergy_Loewe=0.564, Synergy_HSA=1.46. (9) Drug 1: CCN(CC)CCNC(=O)C1=C(NC(=C1C)C=C2C3=C(C=CC(=C3)F)NC2=O)C. Cell line: M14. Synergy scores: CSS=31.0, Synergy_ZIP=-10.9, Synergy_Bliss=-3.72, Synergy_Loewe=-5.06, Synergy_HSA=2.34. Drug 2: CC1=C(N=C(N=C1N)C(CC(=O)N)NCC(C(=O)N)N)C(=O)NC(C(C2=CN=CN2)OC3C(C(C(C(O3)CO)O)O)OC4C(C(C(C(O4)CO)O)OC(=O)N)O)C(=O)NC(C)C(C(C)C(=O)NC(C(C)O)C(=O)NCCC5=NC(=CS5)C6=NC(=CS6)C(=O)NCCC[S+](C)C)O.